Task: Predict the reaction yield, written as a fraction of the theoretical maximum amount of product (1.0 means a 100% yield; for example, 0.34 means a 34% yield).. Dataset: Reaction yield outcomes from USPTO patents with 853,638 reactions (1) The reactants are [OH:1][C:2]1[C:11]2[C:6](=[CH:7][CH:8]=[CH:9][CH:10]=2)[C:5]([CH2:12][CH2:13][CH2:14][CH2:15][NH:16][C:17](=[O:26])[O:18][CH2:19][C:20]2[CH:25]=[CH:24][CH:23]=[CH:22][CH:21]=2)=[CH:4][CH:3]=1.[O:27]1[CH2:29][CH:28]1[CH2:30][OH:31]. The catalyst is CCO.C(N(CC)CC)C. The product is [OH:27][CH:28]([CH2:30][OH:31])[CH2:29][O:1][C:2]1[C:11]2[C:6](=[CH:7][CH:8]=[CH:9][CH:10]=2)[C:5]([CH2:12][CH2:13][CH2:14][CH2:15][NH:16][C:17](=[O:26])[O:18][CH2:19][C:20]2[CH:25]=[CH:24][CH:23]=[CH:22][CH:21]=2)=[CH:4][CH:3]=1. The yield is 0.830. (2) The reactants are [F:1][C:2]1[CH:3]=[C:4]([CH2:9][OH:10])[CH:5]=[N:6][C:7]=1[CH3:8].CO. The catalyst is C(Cl)Cl. The product is [F:1][C:2]1[CH:3]=[C:4]([CH:9]=[O:10])[CH:5]=[N:6][C:7]=1[CH3:8]. The yield is 0.280. (3) The reactants are [K].[OH:2][C:3]1[CH:10]=[CH:9][C:6]([CH:7]=[O:8])=[CH:5][CH:4]=1.[CH2:11]([N:18]1[C:22](Br)=[N:21][N:20]=[N:19]1)[C:12]1[CH:17]=[CH:16][CH:15]=[CH:14][CH:13]=1. The catalyst is CN(C=O)C. The product is [CH2:11]([N:18]1[C:22]([O:2][C:3]2[CH:10]=[CH:9][C:6]([CH:7]=[O:8])=[CH:5][CH:4]=2)=[N:21][N:20]=[N:19]1)[C:12]1[CH:13]=[CH:14][CH:15]=[CH:16][CH:17]=1. The yield is 0.860. (4) The reactants are [O:1]1[CH2:6][CH2:5][CH:4]([CH2:7][OH:8])[CH2:3][CH2:2]1.[H-].[Na+].Br[C:12]([CH3:26])([CH3:25])[C:13]([NH:15][C:16]1[O:20][N:19]=[C:18]([C:21]([CH3:24])([CH3:23])[CH3:22])[CH:17]=1)=[O:14]. The product is [C:21]([C:18]1[CH:17]=[C:16]([NH:15][C:13](=[O:14])[C:12]([CH3:25])([O:8][CH2:7][CH:4]2[CH2:5][CH2:6][O:1][CH2:2][CH2:3]2)[CH3:26])[O:20][N:19]=1)([CH3:24])([CH3:23])[CH3:22]. The catalyst is C1COCC1. The yield is 0.170. (5) The reactants are [NH2:1][C:2]1[CH:10]=[C:9]2[C:5]([C:6](O)([C:12]([F:15])([F:14])[F:13])[C:7](=O)[NH:8]2)=[CH:4][CH:3]=1.B.C1COCC1. The catalyst is C1COCC1.CN(C=O)C. The product is [F:15][C:12]([F:13])([F:14])[C:6]1[C:5]2[C:9](=[CH:10][C:2]([NH2:1])=[CH:3][CH:4]=2)[NH:8][CH:7]=1. The yield is 0.540. (6) The reactants are N[C:2]1[CH:3]=[C:4]([NH:17][C:18](=[O:20])[CH3:19])[CH:5]=[CH:6][C:7]=1[C:8]([CH3:16])([CH3:15])[CH2:9][O:10][CH2:11][CH2:12][O:13][CH3:14].N([O-])=[O:22].[Na+]. The catalyst is OS(O)(=O)=O. The product is [OH:22][C:2]1[CH:3]=[C:4]([NH:17][C:18](=[O:20])[CH3:19])[CH:5]=[CH:6][C:7]=1[C:8]([CH3:16])([CH3:15])[CH2:9][O:10][CH2:11][CH2:12][O:13][CH3:14]. The yield is 0.380.